From a dataset of Forward reaction prediction with 1.9M reactions from USPTO patents (1976-2016). Predict the product of the given reaction. (1) Given the reactants [Cl:1][C:2]1[C:3](OS(C(F)(F)F)(=O)=O)=[C:4]2[C:9](=[CH:10][CH:11]=1)[N:8]=[CH:7][C:6]([O:12][CH3:13])=[N:5]2.C(=O)([O-])[O-].[K+].[K+].O.N1C=CC=[CH:31][CH:30]=1.C(B1OB(C=C)OB(C=C)O1)=C, predict the reaction product. The product is: [Cl:1][C:2]1[C:3]([CH:30]=[CH2:31])=[C:4]2[C:9]([N:8]=[CH:7][C:6]([O:12][CH3:13])=[N:5]2)=[CH:10][CH:11]=1. (2) Given the reactants [C@@H:1]([O:5][C:6]1[CH:14]=[CH:13][C:12]([S:15]([CH3:18])(=[O:17])=[O:16])=[CH:11][C:7]=1[C:8]([OH:10])=O)([CH2:3][CH3:4])[CH3:2].Cl.[F:20][C:21]([F:34])([F:33])[C:22]1[S:26][C:25]([N:27]2[CH2:32][CH2:31][NH:30][CH2:29][CH2:28]2)=[N:24][CH:23]=1, predict the reaction product. The product is: [C@@H:1]([O:5][C:6]1[CH:14]=[CH:13][C:12]([S:15]([CH3:18])(=[O:17])=[O:16])=[CH:11][C:7]=1[C:8]([N:30]1[CH2:31][CH2:32][N:27]([C:25]2[S:26][C:22]([C:21]([F:34])([F:20])[F:33])=[CH:23][N:24]=2)[CH2:28][CH2:29]1)=[O:10])([CH2:3][CH3:4])[CH3:2]. (3) Given the reactants C1(C(=O)C(C)C(C2C=CC=CC=2)=O)C=CC=CC=1.[C:19]1([C:25](=[O:37])[C:26]([CH3:36])([CH3:35])[C:27]([C:29]2[CH:34]=[CH:33][CH:32]=[CH:31][CH:30]=2)=[O:28])[CH:24]=[CH:23][CH:22]=[CH:21][CH:20]=1, predict the reaction product. The product is: [C:29]1([CH:27]([OH:28])[C:26]([CH3:35])([CH3:36])[CH:25]([C:19]2[CH:24]=[CH:23][CH:22]=[CH:21][CH:20]=2)[OH:37])[CH:30]=[CH:31][CH:32]=[CH:33][CH:34]=1. (4) Given the reactants [C:1]12([N:11]=[C:12]=[O:13])[CH2:10][CH:5]3[CH2:6][CH:7]([CH2:9][CH:3]([CH2:4]3)[CH2:2]1)[CH2:8]2.[O:14]1[CH2:19][CH2:18][N:17]([CH2:20][CH2:21][CH2:22][O:23][C:24]2[CH:25]=[C:26]([CH:28]=[CH:29][CH:30]=2)[NH2:27])[CH2:16][CH2:15]1, predict the reaction product. The product is: [C:1]12([NH:11][C:12]([NH:27][C:26]3[CH:28]=[CH:29][CH:30]=[C:24]([O:23][CH2:22][CH2:21][CH2:20][N:17]4[CH2:16][CH2:15][O:14][CH2:19][CH2:18]4)[CH:25]=3)=[O:13])[CH2:10][CH:5]3[CH2:6][CH:7]([CH2:9][CH:3]([CH2:4]3)[CH2:2]1)[CH2:8]2. (5) Given the reactants [CH3:1][C:2]([NH:7][C:8](=[O:17])[O:9][CH2:10][C:11]1[CH:16]=[CH:15][CH:14]=[CH:13][CH:12]=1)([CH3:6])[CH2:3][S:4][CH3:5].[CH2:18](O)C.C[I:22].[Al], predict the reaction product. The product is: [I-:22].[CH2:10]([O:9][C:8]([NH:7][C:2]([CH3:1])([CH3:6])[CH2:3][S+:4]([CH3:18])[CH3:5])=[O:17])[C:11]1[CH:12]=[CH:13][CH:14]=[CH:15][CH:16]=1. (6) Given the reactants [C:1]([O:6][CH:7]([CH3:9])[CH3:8])(=[O:5])[CH:2]([CH3:4])[CH3:3].C([N-]C(C)C)(C)C.[Li+].[Br:18][C:19]1[CH:24]=[CH:23][C:22]([C:25](=[O:30])[C:26]([F:29])([F:28])[F:27])=[CH:21][CH:20]=1, predict the reaction product. The product is: [Br:18][C:19]1[CH:24]=[CH:23][C:22]([C:25]([OH:30])([C:26]([F:28])([F:29])[F:27])[C:2]([CH3:4])([CH3:3])[C:1]([O:6][CH:7]([CH3:9])[CH3:8])=[O:5])=[CH:21][CH:20]=1. (7) Given the reactants CC1(C)C2C(=C(P(C3C=CC=CC=3)C3C=CC=CC=3)C=CC=2)OC2C(P(C3C=CC=CC=3)C3C=CC=CC=3)=CC=CC1=2.[Cl:43][C:44]1[CH:53]=[C:52]2[C:47]([CH:48]=[C:49]([NH2:54])[N:50]=[CH:51]2)=[CH:46][CH:45]=1.Cl[C:56]1[CH:61]=[C:60]([CH2:62][N:63]2[CH2:67][CH2:66][CH2:65][CH2:64]2)[CH:59]=[CH:58][N:57]=1.C([O-])([O-])=O.[Cs+].[Cs+], predict the reaction product. The product is: [Cl:43][C:44]1[CH:53]=[C:52]2[C:47]([CH:48]=[C:49]([NH:54][C:58]3[CH:59]=[C:60]([CH2:62][N:63]4[CH2:64][CH2:65][CH2:66][CH2:67]4)[CH:61]=[CH:56][N:57]=3)[N:50]=[CH:51]2)=[CH:46][CH:45]=1.